This data is from Full USPTO retrosynthesis dataset with 1.9M reactions from patents (1976-2016). The task is: Predict the reactants needed to synthesize the given product. The reactants are: [CH2:1]([O:8][C:9]([NH:11][C@@H:12]([CH2:17][CH2:18][CH2:19][NH:20][C:21]([O:23][C:24]([CH3:27])([CH3:26])[CH3:25])=[O:22])[CH2:13][C:14]([OH:16])=O)=[O:10])[C:2]1[CH:7]=[CH:6][CH:5]=[CH:4][CH:3]=1.[C:28]([O:32][C:33](=[O:49])[NH:34][CH2:35][CH2:36][CH2:37][C@H:38]([NH:41][C:42]([O:44][C:45]([CH3:48])([CH3:47])[CH3:46])=[O:43])[CH2:39][NH2:40])([CH3:31])([CH3:30])[CH3:29].C(Cl)CCl.C1C=CC2N(O)N=NC=2C=1. Given the product [CH2:1]([O:8][C:9](=[O:10])[NH:11][C@H:12]([CH2:13][C:14]([NH:40][CH2:39][C@@H:38]([NH:41][C:42]([O:44][C:45]([CH3:48])([CH3:47])[CH3:46])=[O:43])[CH2:37][CH2:36][CH2:35][NH:34][C:33]([O:32][C:28]([CH3:30])([CH3:31])[CH3:29])=[O:49])=[O:16])[CH2:17][CH2:18][CH2:19][NH:20][C:21]([O:23][C:24]([CH3:27])([CH3:26])[CH3:25])=[O:22])[C:2]1[CH:3]=[CH:4][CH:5]=[CH:6][CH:7]=1, predict the reactants needed to synthesize it.